This data is from Catalyst prediction with 721,799 reactions and 888 catalyst types from USPTO. The task is: Predict which catalyst facilitates the given reaction. (1) The catalyst class is: 1. Reactant: [F:1][C:2]1[C:7]([OH:8])=[C:6]([F:9])[C:5]([F:10])=[C:4]([F:11])[C:3]=1[F:12].[C:13]([C:15]#[C:16][C:17]1[CH:25]=[CH:24][C:20]([C:21](O)=[O:22])=[CH:19][CH:18]=1)#[N:14].C1CCC(N=C=NC2CCCCC2)CC1. Product: [C:13]([C:15]#[C:16][C:17]1[CH:25]=[CH:24][C:20]([C:21]([O:8][C:7]2[C:2]([F:1])=[C:3]([F:12])[C:4]([F:11])=[C:5]([F:10])[C:6]=2[F:9])=[O:22])=[CH:19][CH:18]=1)#[N:14]. (2) Reactant: [C:1]([O:5][C:6]([N:8]([CH3:48])[C@H:9]([C:13]([NH:15][C@H:16]([C:20]([N:22]([C@@H:24]([C@@H:44]([CH3:47])[CH2:45][CH3:46])[C@H:25]([O:42][CH3:43])[CH2:26][C:27]([N:29]1[CH2:33][CH2:32][CH2:31][C@H:30]1[C@H:34]([O:40][CH3:41])[C@H:35]([C:37]([OH:39])=O)[CH3:36])=[O:28])[CH3:23])=[O:21])[CH:17]([CH3:19])[CH3:18])=[O:14])[CH:10]([CH3:12])[CH3:11])=[O:7])([CH3:4])([CH3:3])[CH3:2].CN(C(ON1N=NC2C=CC=NC1=2)=[N+](C)C)C.F[P-](F)(F)(F)(F)F.CCN(C(C)C)C(C)C.FC(F)(F)C(O)=O.[NH2:89][C@@H:90]([CH2:103][C:104]1[CH:109]=[CH:108][CH:107]=[CH:106][CH:105]=1)/[CH:91]=[CH:92]/[C:93]1[CH:98]=[CH:97][C:96]([S:99]([OH:102])(=[O:101])=[O:100])=[CH:95][CH:94]=1. Product: [C:1]([O:5][C:6]([N:8]([CH3:48])[C@H:9]([C:13]([NH:15][C@H:16]([C:20]([N:22]([C@@H:24]([C@@H:44]([CH3:47])[CH2:45][CH3:46])[C@H:25]([O:42][CH3:43])[CH2:26][C:27]([N:29]1[CH2:33][CH2:32][CH2:31][C@H:30]1[C@H:34]([O:40][CH3:41])[C@@H:35]([CH3:36])[C:37](=[O:39])[NH:89][C@H:90](/[CH:91]=[CH:92]/[C:93]1[CH:94]=[CH:95][C:96]([S:99]([OH:102])(=[O:100])=[O:101])=[CH:97][CH:98]=1)[CH2:103][C:104]1[CH:105]=[CH:106][CH:107]=[CH:108][CH:109]=1)=[O:28])[CH3:23])=[O:21])[CH:17]([CH3:18])[CH3:19])=[O:14])[CH:10]([CH3:12])[CH3:11])=[O:7])([CH3:2])([CH3:4])[CH3:3]. The catalyst class is: 3. (3) Reactant: OC1C=CC([C:8]2(C3C=CC(O)=CC=3)[C:20]3C=CC=[CH:16][C:15]=3[C:14]3[C:9]2=[CH:10][CH:11]=[CH:12][CH:13]=3)=CC=1.O1C2C=CC3C(C1=2)=CC1OC=1C=3.[Cl-].C(C1C(CC)=C(C=CC=1)C(CC)(CC)[NH3+])C. Product: [CH:15]1[C:14]2[C:9](=[CH:10][CH:11]=[CH:12][CH:13]=2)[CH:8]=[CH:20][CH:16]=1. The catalyst class is: 10. (4) Reactant: Cl[C:2]1[CH:3]=[CH:4][N:5]=[C:6]2[C:11]=1[N:10]=[CH:9][C:8]([NH2:12])=[CH:7]2.ClC1C=CN=C2C=1N=CC(N=C(C1C=CC=CC=1)C1C=CC=CC=1)=C2.Cl.C(=O)(O)[O-:40].[Na+]. Product: [NH2:12][C:8]1[CH:7]=[C:6]2[C:11]([C:2]([OH:40])=[CH:3][CH:4]=[N:5]2)=[N:10][CH:9]=1. The catalyst class is: 7. (5) The catalyst class is: 389. Reactant: [C@]12(CS(O)(=O)=O)C(C)(C)C(CC1)CC2=O.[C@]12(CS(O)(=O)=O)C(C)(C)C(CC1)CC2=O.[F:31][C:32]1[CH:54]=[CH:53][C:52]([CH2:55][N:56]2[CH2:76][CH2:75][C:59]3([O:64][CH2:63][CH2:62][N:61]([C:65]([C:67]4[N:68]=[C:69]([CH:72]([CH3:74])[CH3:73])[S:70][CH:71]=4)=[O:66])[CH2:60]3)[CH2:58][CH2:57]2)=[CH:51][C:33]=1[CH2:34][CH2:35][NH:36][CH2:37][C@@H:38]([C:40]1[C:48]2[S:47][C:46](=[O:49])[NH:45][C:44]=2[C:43]([OH:50])=[CH:42][CH:41]=1)[OH:39]. Product: [F:31][C:32]1[CH:54]=[CH:53][C:52]([CH2:55][N:56]2[CH2:57][CH2:58][C:59]3([O:64][CH2:63][CH2:62][N:61]([C:65]([C:67]4[N:68]=[C:69]([CH:72]([CH3:74])[CH3:73])[S:70][CH:71]=4)=[O:66])[CH2:60]3)[CH2:75][CH2:76]2)=[CH:51][C:33]=1[CH2:34][CH2:35][NH:36][CH2:37][C@@H:38]([C:40]1[C:48]2[S:47][C:46](=[O:49])[NH:45][C:44]=2[C:43]([OH:50])=[CH:42][CH:41]=1)[OH:39]. (6) Reactant: [OH-].[K+].[CH2:3]([N:5]([CH2:12][CH2:13][OH:14])[C:6]1[CH:11]=[CH:10][CH:9]=[CH:8][N:7]=1)C.F[C:16]1[CH:23]=[CH:22][C:19]([CH:20]=[O:21])=[CH:18][CH:17]=1.[OH-].C([N+](CCCC)(CCCC)CCCC)CCC. Product: [CH3:3][N:5]([CH2:12][CH2:13][O:14][C:16]1[CH:23]=[CH:22][C:19]([CH:20]=[O:21])=[CH:18][CH:17]=1)[C:6]1[CH:11]=[CH:10][CH:9]=[CH:8][N:7]=1. The catalyst class is: 226. (7) Reactant: Br[CH2:2][CH2:3][N:4]1[CH2:8][CH2:7][CH:6]([CH3:9])[CH:5]1[CH3:10].Cl.[Cl:12][C:13]1[CH:18]=[CH:17][C:16]([NH:19]N)=[CH:15][CH:14]=1.[CH3:21][N:22]1[CH2:27][CH2:26][C:25](=O)[CH2:24][CH2:23]1. Product: [Cl:12][C:13]1[CH:18]=[CH:17][C:16]2[N:19]([CH2:2][CH2:3][N:4]3[CH2:8][CH2:7][CH:6]([CH3:9])[CH:5]3[CH3:10])[C:25]3[CH2:26][CH2:27][N:22]([CH3:21])[CH2:23][C:24]=3[C:15]=2[CH:14]=1. The catalyst class is: 66.